This data is from Drug-target binding data from BindingDB using IC50 measurements. The task is: Regression. Given a target protein amino acid sequence and a drug SMILES string, predict the binding affinity score between them. We predict pIC50 (pIC50 = -log10(IC50 in M); higher means more potent). Dataset: bindingdb_ic50. (1) The small molecule is COc1ccc(CNc2nc(N3CCC4(CC4)C3)ncc2C(=O)NCCN2CCN(C)CC2)cc1Cl. The target protein sequence is TRELQSLAAAVVPSAQTLKITDFSFSDFELSDLETALCTIRMFTDLNLVQNFQMKHEVLCRWILSVKKNYRKNVAYHNWRHAFNTAQCMFAALKAGKIQNKLTDLEILALLIAALSHDLDHRGVNNSYIQRSEHPLAQLYCHSIMEHHHFDQCLMILNSPGNQILSGLSIEEYKTTLKIIKQAILATDLALYIKRRGEFFELIRKNQFNLEDPHQKELFLAMLMTACDLSAITKPWPIQQRIAELVATEFFDQGDRERKELNIEPTDLMNREKKNKIPSMQVGFIDAICLQLYEALTHVSEDCFPLLDGCRKNRQKWQALAEQQEKMLINGESGQAKRN. The pIC50 is 7.8. (2) The drug is Cc1nn(-c2cc(C(=O)O)ccn2)c(O)c1C. The target protein (Q9UGL1) has sequence MEAATTLHPGPRPALPLGGPGPLGEFLPPPECPVFEPSWEEFADPFAFIHKIRPIAEQTGICKVRPPPDWQPPFACDVDKLHFTPRIQRLNELEAQTRVKLNFLDQIAKYWELQGSTLKIPHVERKILDLFQLNKLVAEEGGFAVVCKDRKWTKIATKMGFAPGKAVGSHIRGHYERILNPYNLFLSGDSLRCLQKPNLTTDTKDKEYKPHDIPQRQSVQPSETCPPARRAKRMRAEAMNIKIEPEETTEARTHNLRRRMGCPTPKCENEKEMKSSIKQEPIERKDYIVENEKEKPKSRSKKATNAVDLYVCLLCGSGNDEDRLLLCDGCDDSYHTFCLIPPLHDVPKGDWRCPKCLAQECSKPQEAFGFEQAARDYTLRTFGEMADAFKSDYFNMPVHMVPTELVEKEFWRLVSTIEEDVTVEYGADIASKEFGSGFPVRDGKIKLSPEEEEYLDSGWNLNNMPVMEQSVLAHITADICGMKLPWLYVGMCFSSFCWHI.... The pIC50 is 7.0. (3) The small molecule is CCOc1cccc(-n2cc(C(=O)N3CCN(c4cnc5ccccc5c4)CC3)nc2-c2ccccc2F)c1. The target protein (P32238) has sequence MDVVDSLLVNGSNITPPCELGLENETLFCLDQPRPSKEWQPAVQILLYSLIFLLSVLGNTLVITVLIRNKRMRTVTNIFLLSLAVSDLMLCLFCMPFNLIPNLLKDFIFGSAVCKTTTYFMGTSVSVSTFNLVAISLERYGAICKPLQSRVWQTKSHALKVIAATWCLSFTIMTPYPIYSNLVPFTKNNNQTANMCRFLLPNDVMQQSWHTFLLLILFLIPGIVMMVAYGLISLELYQGIKFEASQKKSAKERKPSTTSSGKYEDSDGCYLQKTRPPRKLELRQLSTGSSSRANRIRSNSSAANLMAKKRVIRMLIVIVVLFFLCWMPIFSANAWRAYDTASAERRLSGTPISFILLLSYTSSCVNPIIYCFMNKRFRLGFMATFPCCPNPGPPGARGEVGEEEEGGTTGASLSRFSYSHMSASVPPQ. The pIC50 is 9.2. (4) The compound is CC[C@H](C)[C@H](NC(=O)[C@H](CCCNC(=N)N)NC(=O)[C@H](CC(N)=O)NC(=O)[C@H](C)NC(=O)[C@H](Cc1cnc[nH]1)NC(=O)[C@@H](NC(=O)[C@H](CCC(N)=O)NC(=O)[C@@H]1CCCN1C(=O)[C@H](CC(=O)O)NC(C)=O)[C@@H](C)O)C(=O)N[C@@H](Cc1ccc(O)cc1)C(=O)N[C@@H](CCCNC(=N)N)C(=O)N[C@@H](CCSC)C(=O)N[C@H](C(=O)N[C@@H](CCCCN)C(=O)N[C@@H](CC(C)C)C(=O)N[C@@H](Cc1c[nH]c2ccccc12)C(=O)N[C@@H](CC(C)C)C(=O)NCC(N)=O)[C@@H](C)CC. The target protein sequence is MPEEVQTQDQPMETFAVQTFAFQAEIAQLMSLIYESLTDPSKLDSGK. The pIC50 is 4.5. (5) The drug is Nc1ccc(S(=O)(=O)N2CCc3cc(O)ccc3C2C(=O)NO)cc1. The target protein (Q9NRE1) has sequence MQLVILRVTIFLPWCFAVPVPPAADHKGWDFVEGYFHQFFLTKKESPLLTQETQTQLLQQFHRNGTDLLDMQMHALLHQPHCGVPDGSDTSISPGRCKWNKHTLTYRIINYPHDMKPSAVKDSIYNAVSIWSNVTPLIFQQVQNGDADIKVSFWQWAHEDGWPFDGPGGILGHAFLPNSGNPGVVHFDKNEHWSASDTGYNLFLVATHEIGHSLGLQHSGNQSSIMYPTYWYHDPRTFQLSADDIQRIQHLYGEKCSSDIP. The pIC50 is 6.3. (6) The compound is O=C(c1cc(Cc2n[nH]c(=O)c3ccccc23)ccc1F)N1CCN(C(=O)C2CC2)CC1. The target protein (Q9H2K2) has sequence MSGRRCAGGGAACASAAAEAVEPAARELFEACRNGDVERVKRLVTPEKVNSRDTAGRKSTPLHFAAGFGRKDVVEYLLQNGANVQARDDGGLIPLHNACSFGHAEVVNLLLRHGADPNARDNWNYTPLHEAAIKGKIDVCIVLLQHGAEPTIRNTDGRTALDLADPSAKAVLTGEYKKDELLESARSGNEEKMMALLTPLNVNCHASDGRKSTPLHLAAGYNRVKIVQLLLQHGADVHAKDKGDLVPLHNACSYGHYEVTELLVKHGACVNAMDLWQFTPLHEAASKNRVEVCSLLLSYGADPTLLNCHNKSAIDLAPTPQLKERLAYEFKGHSLLQAAREADVTRIKKHLSLEMVNFKHPQTHETALHCAAASPYPKRKQICELLLRKGANINEKTKEFLTPLHVASEKAHNDVVEVVVKHEAKVNALDNLGQTSLHRAAYCGHLQTCRLLLSYGCDPNIISLQGFTALQMGNENVQQLLQEGISLGNSEADRQLLEAA.... The pIC50 is 8.3. (7) The drug is COc1ccc2c(c1)C=C1Cn3c-2c(C2CCCCC2)c2ccc(cc23)C(=O)NS(=O)(=O)N2CCN(CCNC1=O)CC2. The target protein sequence is SMSYTWTGALITPCAAEESKLPINPLSNSLLRHHNMVYATTSRSASLRQKKVTFDRLQVLDDHYRDVLKEMKAKASTVKAKLLSIEEACKLTPPHSAKSKFGYGAKDVRNLSSRAVNHIRSVWEDLLEDTETPIDTTIMAKSEVFCVQPEKGGRKPARLIVFPDLGVRVCEKMALYDVVSTLPQAVMGSSYGFQYSPKQRVEFLVNTWKSKKCPMGFSYDTRCFDSTVTESDIRVEESIYQCCDLAPEARQAIRSLTERLYIGGPLTNSKGQNCGYRRCRASGVLTTSCGNTLTCYLKATAACRAAKLQDCTMLVNGDDLVVICESAGTQEDAAALRAFTEAMTRYSAPPGDPPQPEYDLELITSCSSNVSVAHDASGKRVYYLTRDPTTPLARAAWETARHTPINSWLGNIIMYAPTLWARMILMTHFFSILLAQEQLEKALDCQIYGACYSIEPLDLPQIIERLHGLSAFTLHSYSPGEINRVASCLRKLGVPPLRTW.... The pIC50 is 6.5. (8) The drug is O=C1Cc2c([nH]c3ccc(Br)cc23)-c2ccccc2N1. The target protein sequence is MKNWPIDEDINIYEEKNHTNNKNYVNNFEMSDQKDEEEYSHSSNRSEDEDEERTIDNEINRSPNKSYKLGNIIGNGSFGVVYEAICIDTSEQVAIKKVLQDPQYKNRELMIMKNLNHINIIYLKDYYYTESFKKNEKNIFLNVVMEYIPQTVHKYMKYYSRNNQALPMFLVKLYSYQLCRALSYIHSKFICHRDLKPQNLLIDPRTHTLKLCDFGSAKNLLAGQRSVSYICSRFYRAPELMLGSTNYTTHIDLWSLGCIIAEMILGYPIFSGQSSVDQLVRIIQVLGTPTEDQLKEMNPNYADIKFPDVKSKDLRKVFPKGTPDEAINLITQFLKYEPLKRLNPIEALADPFFDELRDPCIKLPKYIDKLPELFNFCKEEIQEMSMECRRKIIPKNVYEEFLMVDENDNNIINDTISNDFNESNLDTNNSNNKTHVIIES. The pIC50 is 5.0. (9) The small molecule is CCCCC[C@H](NC(=O)[C@H](CC(C)C)NC(=O)[C@H](Cc1cnc[nH]1)NC(=O)CNC(=O)[C@@H](NC(=O)[C@H](C)NC(=O)[C@H](Cc1c[nH]c2ccccc12)NC(=O)[C@H](CCC(N)=O)NC(=O)[C@H](CC(N)=O)NC(=O)CNC(=O)[C@H](Cc1ccc(O)cc1)NC(=O)[C@H](CCCNC(=N)N)NC(=O)[C@H](CCC(N)=O)NC(=O)C1CCCN1C(=O)C(CNCCN)CNCCN)C(C)C)C(N)=O. The target protein (P28336) has sequence MPSKSLSNLSVTTGANESGSVPEGWERDFLPASDGTTTELVIRCVIPSLYLLIITVGLLGNIMLVKIFITNSAMRSVPNIFISNLAAGDLLLLLTCVPVDASRYFFDEWMFGKVGCKLIPVIQLTSVGVSVFTLTALSADRYRAIVNPMDMQTSGALLRTCVKAMGIWVVSVLLAVPEAVFSEVARISSLDNSSFTACIPYPQTDELHPKIHSVLIFLVYFLIPLAIISIYYYHIAKTLIKSAHNLPGEYNEHTKKQMETRKRLAKIVLVFVGCFIFCWFPNHILYMYRSFNYNEIDPSLGHMIVTLVARVLSFGNSCVNPFALYLLSESFRRHFNSQLCCGRKSYQERGTSYLLSSSAVRMTSLKSNAKNMVTNSVLLNGHSMKQEMAL. The pIC50 is 8.0.